This data is from Forward reaction prediction with 1.9M reactions from USPTO patents (1976-2016). The task is: Predict the product of the given reaction. (1) Given the reactants [CH3:1][O:2][CH2:3][CH:4]1[CH2:9][CH2:8][CH2:7][CH2:6][N:5]1[C:10]1[N:15]=[CH:14][N:13]=[C:12]([NH:16][C:17]2[CH:18]=[C:19]([CH2:23][S:24]([NH2:27])(=[O:26])=[O:25])[CH:20]=[CH:21][CH:22]=2)[N:11]=1.ClC1N=CN=C(NC2C=C(CS(N)(=O)=O)C=CC=2)N=1.ClC1N=CN=C(NC2C=C(S(N)(=O)=O)C=CC=2)N=1, predict the reaction product. The product is: [CH3:1][O:2][CH2:3][C@H:4]1[CH2:9][CH2:8][CH2:7][CH2:6][N:5]1[C:10]1[N:15]=[CH:14][N:13]=[C:12]([NH:16][C:17]2[CH:18]=[C:19]([CH2:23][S:24]([NH2:27])(=[O:26])=[O:25])[CH:20]=[CH:21][CH:22]=2)[N:11]=1. (2) Given the reactants C[O:2][C:3]([C:5]1[C:6]2[N:7]([C:11](I)=[CH:12][N:13]=2)[CH:8]=[CH:9][CH:10]=1)=[O:4].[F:15][C:16]1[CH:21]=[CH:20][C:19](B(O)O)=[CH:18][CH:17]=1.C(=O)([O-])[O-].[Na+].[Na+], predict the reaction product. The product is: [F:15][C:16]1[CH:21]=[CH:20][C:19]([C:11]2[N:7]3[CH:8]=[CH:9][CH:10]=[C:5]([C:3]([OH:2])=[O:4])[C:6]3=[N:13][CH:12]=2)=[CH:18][CH:17]=1. (3) Given the reactants [CH2:1]([O:3][C:4]([C:6]1[N:10]([C:11]([O:13][C:14]([CH3:17])([CH3:16])[CH3:15])=[O:12])[C:9]2[S:18][CH:19]=[CH:20][C:8]=2[CH:7]=1)=[O:5])[CH3:2].CCCC[N+](CCCC)(CCCC)CCCC.[F-].[Br:39]N1C(=O)CCC1=O.C(OCC)(=O)C, predict the reaction product. The product is: [CH2:1]([O:3][C:4]([C:6]1[N:10]([C:11]([O:13][C:14]([CH3:16])([CH3:15])[CH3:17])=[O:12])[C:9]2[S:18][C:19]([Br:39])=[CH:20][C:8]=2[CH:7]=1)=[O:5])[CH3:2]. (4) The product is: [O:21]=[C:15]1[CH:14]([N:7]2[C:6](=[O:22])[C:5]3[C:9](=[CH:10][CH:11]=[CH:12][C:4]=3[CH2:3][NH:2][C:50](=[O:51])[CH2:49][C:45]3[S:44][CH:48]=[CH:47][CH:46]=3)[C:8]2=[O:13])[CH2:19][CH2:18][C:17](=[O:20])[NH:16]1. Given the reactants Cl.[NH2:2][CH2:3][C:4]1[CH:12]=[CH:11][CH:10]=[C:9]2[C:5]=1[C:6](=[O:22])[N:7]([CH:14]1[CH2:19][CH2:18][C:17](=[O:20])[NH:16][C:15]1=[O:21])[C:8]2=[O:13].N12CCCN=C1CCCCC2.ON1C2C=CC=CC=2N=N1.[S:44]1[CH:48]=[CH:47][CH:46]=[C:45]1[CH2:49][C:50](O)=[O:51].Cl.CN(C)CCCN=C=NCC, predict the reaction product. (5) Given the reactants Br[C:2]1[S:6][C:5]2[CH:7]=[C:8](Br)[S:9][C:4]=2[CH:3]=1.[C:11]([C:13]1[N:14]=[C:15]([C@@H:18]2[CH2:22][CH2:21][CH2:20][N:19]2[C:23]([C@@H:25]([NH:29][C:30](=[O:33])[O:31][CH3:32])[CH:26]([CH3:28])[CH3:27])=[O:24])[NH:16][CH:17]=1)#[CH:12], predict the reaction product. The product is: [CH3:32][O:31][C:30]([NH:29][C@@H:25]([CH:26]([CH3:28])[CH3:27])[C:23]([N:19]1[CH2:20][CH2:21][CH2:22][C@H:18]1[C:15]1[NH:16][CH:17]=[C:13]([C:11]#[C:12][C:2]2[S:6][C:5]3[CH:7]=[C:8]([C:12]#[C:11][C:13]4[N:14]=[C:15]([C@@H:18]5[CH2:22][CH2:21][CH2:20][N:19]5[C:23]([C@@H:25]([NH:29][C:30](=[O:33])[O:31][CH3:32])[CH:26]([CH3:28])[CH3:27])=[O:24])[NH:16][CH:17]=4)[S:9][C:4]=3[CH:3]=2)[N:14]=1)=[O:24])=[O:33]. (6) Given the reactants [NH2:1][C:2]1[N:7]([CH2:8][CH3:9])[C:6](=[O:10])[N:5]([CH2:11][C:12]#[CH:13])[C:4](=[O:14])[C:3]=1[NH:15][C:16](=O)[C:17]#[C:18][C:19]1[CH:24]=[CH:23][C:22]([O:25][CH3:26])=[C:21]([O:27][CH3:28])[CH:20]=1.O=P12OP3(OP(OP(O3)(O1)=O)(=O)O2)=O, predict the reaction product. The product is: [CH3:28][O:27][C:21]1[CH:20]=[C:19]([C:18]#[C:17][C:16]2[NH:15][C:3]3[C:4](=[O:14])[N:5]([CH2:11][C:12]#[CH:13])[C:6](=[O:10])[N:7]([CH2:8][CH3:9])[C:2]=3[N:1]=2)[CH:24]=[CH:23][C:22]=1[O:25][CH3:26]. (7) Given the reactants [C:1]([O:5][CH:6]([C:11]1[N:16]([CH3:17])[C:15](=[O:18])[C:14]2[S:19][C:20]3[CH2:25][CH2:24][CH2:23][CH2:22][C:21]=3[C:13]=2[C:12]=1[C:26]1[C:27]([CH3:36])=[C:28]2[C:33](=[CH:34][CH:35]=1)[O:32][CH2:31][CH2:30][CH2:29]2)[C:7]([O:9]C)=[O:8])([CH3:4])([CH3:3])[CH3:2].O.[OH-].[Li+].Cl, predict the reaction product. The product is: [C:1]([O:5][CH:6]([C:11]1[N:16]([CH3:17])[C:15](=[O:18])[C:14]2[S:19][C:20]3[CH2:25][CH2:24][CH2:23][CH2:22][C:21]=3[C:13]=2[C:12]=1[C:26]1[C:27]([CH3:36])=[C:28]2[C:33](=[CH:34][CH:35]=1)[O:32][CH2:31][CH2:30][CH2:29]2)[C:7]([OH:9])=[O:8])([CH3:4])([CH3:3])[CH3:2]. (8) Given the reactants [CH3:1][C@@H:2]1[CH2:7][O:6][CH2:5][CH2:4][N:3]1[C:8]1[CH:17]=[CH:16][C:15]2[CH2:14][N:13]([C:18]([O:20][C:21]([CH3:24])([CH3:23])[CH3:22])=[O:19])[CH2:12][CH2:11][C:10]=2[N:9]=1.[B-](F)(F)(F)[F:26].[B-](F)(F)(F)F.C1[N+]2(CCl)CC[N+](F)(CC2)C1.O, predict the reaction product. The product is: [F:26][C:17]1[C:8]([N:3]2[CH2:4][CH2:5][O:6][CH2:7][C@H:2]2[CH3:1])=[N:9][C:10]2[CH2:11][CH2:12][N:13]([C:18]([O:20][C:21]([CH3:23])([CH3:22])[CH3:24])=[O:19])[CH2:14][C:15]=2[CH:16]=1. (9) The product is: [CH2:29]([O:22][C:21]([C:18]1[CH:19]=[CH:20][C:11]([C:5]2[CH:4]=[C:3]([O:2][CH3:1])[CH:8]=[C:7]([O:9][CH3:10])[CH:6]=2)=[C:12]2[C:17]=1[N:16]=[CH:15][CH:14]=[CH:13]2)=[O:23])[CH3:30]. Given the reactants [CH3:1][O:2][C:3]1[CH:4]=[C:5]([C:11]2[CH:20]=[CH:19][C:18]([C:21]([OH:23])=[O:22])=[C:17]3[C:12]=2[CH:13]=[CH:14][CH:15]=[N:16]3)[CH:6]=[C:7]([O:9][CH3:10])[CH:8]=1.OS(O)(=O)=O.[CH3:29][CH2:30]O, predict the reaction product.